Dataset: Full USPTO retrosynthesis dataset with 1.9M reactions from patents (1976-2016). Task: Predict the reactants needed to synthesize the given product. Given the product [N:1]1[N:2]([C:10]2[CH:11]=[C:12]([CH:19]=[C:20]([C:23]([CH3:26])([CH3:25])[CH3:24])[C:21]=2[OH:22])[CH2:13][CH2:14][C:15]([O:17][CH2:18][CH2:27][CH2:28][CH2:29][CH2:30][CH2:31][CH2:32][CH3:33])=[O:16])[N:3]=[C:4]2[CH:9]=[CH:8][CH:7]=[CH:6][C:5]=12, predict the reactants needed to synthesize it. The reactants are: [N:1]1[N:2]([C:10]2[CH:11]=[C:12]([CH:19]=[C:20]([C:23]([CH3:26])([CH3:25])[CH3:24])[C:21]=2[OH:22])[CH2:13][CH2:14][C:15]([O:17][CH3:18])=[O:16])[N:3]=[C:4]2[CH:9]=[CH:8][CH:7]=[CH:6][C:5]=12.[CH2:27](O)[CH2:28][CH2:29][CH2:30][CH2:31][CH:32](C)[CH3:33].C([Sn](=O)CCCC)CCC.